Dataset: NCI-60 drug combinations with 297,098 pairs across 59 cell lines. Task: Regression. Given two drug SMILES strings and cell line genomic features, predict the synergy score measuring deviation from expected non-interaction effect. (1) Drug 1: C1=CN(C(=O)N=C1N)C2C(C(C(O2)CO)O)O.Cl. Drug 2: C1=NC(=NC(=O)N1C2C(C(C(O2)CO)O)O)N. Cell line: HCT-15. Synergy scores: CSS=22.5, Synergy_ZIP=-8.34, Synergy_Bliss=1.48, Synergy_Loewe=0.397, Synergy_HSA=4.54. (2) Drug 1: CS(=O)(=O)CCNCC1=CC=C(O1)C2=CC3=C(C=C2)N=CN=C3NC4=CC(=C(C=C4)OCC5=CC(=CC=C5)F)Cl. Drug 2: C(CCl)NC(=O)N(CCCl)N=O. Cell line: RXF 393. Synergy scores: CSS=4.54, Synergy_ZIP=0.165, Synergy_Bliss=2.89, Synergy_Loewe=2.13, Synergy_HSA=2.12. (3) Drug 1: CC1C(C(=O)NC(C(=O)N2CCCC2C(=O)N(CC(=O)N(C(C(=O)O1)C(C)C)C)C)C(C)C)NC(=O)C3=C4C(=C(C=C3)C)OC5=C(C(=O)C(=C(C5=N4)C(=O)NC6C(OC(=O)C(N(C(=O)CN(C(=O)C7CCCN7C(=O)C(NC6=O)C(C)C)C)C)C(C)C)C)N)C. Drug 2: C(CC(=O)O)C(=O)CN.Cl. Cell line: CAKI-1. Synergy scores: CSS=36.4, Synergy_ZIP=-10.4, Synergy_Bliss=-13.8, Synergy_Loewe=-15.8, Synergy_HSA=-9.46. (4) Drug 1: CCCS(=O)(=O)NC1=C(C(=C(C=C1)F)C(=O)C2=CNC3=C2C=C(C=N3)C4=CC=C(C=C4)Cl)F. Drug 2: B(C(CC(C)C)NC(=O)C(CC1=CC=CC=C1)NC(=O)C2=NC=CN=C2)(O)O. Cell line: IGROV1. Synergy scores: CSS=1.52, Synergy_ZIP=-0.565, Synergy_Bliss=-1.13, Synergy_Loewe=-0.917, Synergy_HSA=-2.01. (5) Drug 1: CC1=C2C(C(=O)C3(C(CC4C(C3C(C(C2(C)C)(CC1OC(=O)C(C(C5=CC=CC=C5)NC(=O)C6=CC=CC=C6)O)O)OC(=O)C7=CC=CC=C7)(CO4)OC(=O)C)O)C)OC(=O)C. Drug 2: CC1=C2C(C(=O)C3(C(CC4C(C3C(C(C2(C)C)(CC1OC(=O)C(C(C5=CC=CC=C5)NC(=O)OC(C)(C)C)O)O)OC(=O)C6=CC=CC=C6)(CO4)OC(=O)C)O)C)O. Cell line: UACC-257. Synergy scores: CSS=11.2, Synergy_ZIP=-1.81, Synergy_Bliss=2.95, Synergy_Loewe=3.35, Synergy_HSA=2.89. (6) Drug 1: CC1C(C(=O)NC(C(=O)N2CCCC2C(=O)N(CC(=O)N(C(C(=O)O1)C(C)C)C)C)C(C)C)NC(=O)C3=C4C(=C(C=C3)C)OC5=C(C(=O)C(=C(C5=N4)C(=O)NC6C(OC(=O)C(N(C(=O)CN(C(=O)C7CCCN7C(=O)C(NC6=O)C(C)C)C)C)C(C)C)C)N)C. Drug 2: C(CCl)NC(=O)N(CCCl)N=O. Cell line: SR. Synergy scores: CSS=67.9, Synergy_ZIP=-1.11, Synergy_Bliss=-1.32, Synergy_Loewe=-6.69, Synergy_HSA=0.0754. (7) Drug 1: C1=CC(=CC=C1CC(C(=O)O)N)N(CCCl)CCCl.Cl. Drug 2: C1CN(P(=O)(OC1)NCCCl)CCCl. Cell line: T-47D. Synergy scores: CSS=15.2, Synergy_ZIP=-2.78, Synergy_Bliss=1.38, Synergy_Loewe=-8.06, Synergy_HSA=-1.95.